Task: Predict the reactants needed to synthesize the given product.. Dataset: Full USPTO retrosynthesis dataset with 1.9M reactions from patents (1976-2016) (1) Given the product [Cl:1][C:2]1[CH:3]=[CH:4][C:5]([N:8]2[C:13](=[O:14])[C:12]3[CH:15]=[N:16][N:17]([C:18]4[CH:19]=[CH:20][CH:21]=[CH:22][C:23]=4[N+:32]([O-:34])=[O:33])[C:11]=3[N:10]=[C:9]2[C:24]2[CH:29]=[CH:28][C:27]([Cl:30])=[CH:26][C:25]=2[Cl:31])=[CH:6][CH:7]=1.[Cl:1][C:2]1[CH:3]=[CH:4][C:5]([N:8]2[C:13](=[O:14])[C:12]3[CH:15]=[N:16][N:17]([C:18]4[CH:19]=[CH:20][C:21]([N+:32]([O-:35])=[O:33])=[CH:22][CH:23]=4)[C:11]=3[N:10]=[C:9]2[C:24]2[CH:29]=[CH:28][C:27]([Cl:30])=[CH:26][C:25]=2[Cl:31])=[CH:6][CH:7]=1, predict the reactants needed to synthesize it. The reactants are: [Cl:1][C:2]1[CH:7]=[CH:6][C:5]([N:8]2[C:13](=[O:14])[C:12]3[CH:15]=[N:16][N:17]([C:18]4[CH:23]=[CH:22][CH:21]=[CH:20][CH:19]=4)[C:11]=3[N:10]=[C:9]2[C:24]2[CH:29]=[CH:28][C:27]([Cl:30])=[CH:26][C:25]=2[Cl:31])=[CH:4][CH:3]=1.[N+:32]([O-:35])([OH:34])=[O:33]. (2) Given the product [Cl:1][C:2]1[C:7](=[O:8])[C:6]([O:10][CH3:11])=[C:5]([O:12][CH3:13])[C:4](=[O:14])[C:3]=1/[CH:16]=[C:17](\[CH3:21])/[C:18]([OH:20])=[O:19], predict the reactants needed to synthesize it. The reactants are: [Cl:1][C:2]1[C:7]([O:8]C)=[C:6]([O:10][CH3:11])[C:5]([O:12][CH3:13])=[C:4]([O:14]C)[C:3]=1/[CH:16]=[C:17](\[CH3:21])/[C:18]([OH:20])=[O:19]. (3) Given the product [NH2:38][C@H:40]([C@@H:36]1[CH2:33][CH2:31][N:30]([C:11]2[C:12]([O:14][CH3:15])=[C:13]3[C:8]([C:7](=[O:18])[C:6]([C:19]([O:21][CH2:22][CH3:23])=[O:20])=[C:5]([S:24]([CH3:27])(=[O:25])=[O:26])[N:4]3[CH:1]3[CH2:2][CH2:3]3)=[CH:9][C:10]=2[F:17])[CH2:34]1)[CH3:42], predict the reactants needed to synthesize it. The reactants are: [CH:1]1([N:4]2[C:13]3[C:8](=[CH:9][C:10]([F:17])=[C:11](F)[C:12]=3[O:14][CH3:15])[C:7](=[O:18])[C:6]([C:19]([O:21][CH2:22][CH3:23])=[O:20])=[C:5]2[S:24]([CH3:27])(=[O:26])=[O:25])[CH2:3][CH2:2]1.CC[N:30]([CH:34]([CH3:36])C)[CH:31]([CH3:33])C.C[N:38]([CH:40]=O)C.[CH3:42]COC(C)=O. (4) Given the product [Cl:1][C:2]1[CH:7]=[C:6]([NH:8][C:9]([N:11]2[CH2:15][CH2:14][N:13]([CH:16]3[CH2:21][CH2:20][O:19][CH2:18][CH2:17]3)[C:12]2=[O:22])=[O:10])[C:5]([F:23])=[CH:4][C:3]=1[O:24][C:25]1[CH:30]=[CH:29][N:28]=[C:27]([NH:33][C:32](=[O:39])[O:34][C:35]([CH3:38])([CH3:37])[CH3:36])[CH:26]=1, predict the reactants needed to synthesize it. The reactants are: [Cl:1][C:2]1[C:3]([O:24][C:25]2[CH:30]=[CH:29][N:28]=[C:27](Cl)[CH:26]=2)=[CH:4][C:5]([F:23])=[C:6]([NH:8][C:9]([N:11]2[CH2:15][CH2:14][N:13]([CH:16]3[CH2:21][CH2:20][O:19][CH2:18][CH2:17]3)[C:12]2=[O:22])=[O:10])[CH:7]=1.[C:32](=[O:39])([O:34][C:35]([CH3:38])([CH3:37])[CH3:36])[NH2:33].C([O-])([O-])=O.[Cs+].[Cs+].CC1(C)C2C(=C(P(C3C=CC=CC=3)C3C=CC=CC=3)C=CC=2)OC2C(P(C3C=CC=CC=3)C3C=CC=CC=3)=CC=CC1=2. (5) Given the product [Cl:12][C:9]1[C:10]([CH3:11])=[C:5]([CH:3]2[CH2:4][N:1]([CH:28]([CH3:30])[CH3:27])[CH2:2]2)[C:6]([O:23][CH3:24])=[C:7]([CH:13]([NH:15][C:16](=[O:22])[O:17][C:18]([CH3:19])([CH3:20])[CH3:21])[CH3:14])[CH:8]=1, predict the reactants needed to synthesize it. The reactants are: [NH:1]1[CH2:4][CH:3]([C:5]2[C:6]([O:23][CH3:24])=[C:7]([CH:13]([NH:15][C:16](=[O:22])[O:17][C:18]([CH3:21])([CH3:20])[CH3:19])[CH3:14])[CH:8]=[C:9]([Cl:12])[C:10]=2[CH3:11])[CH2:2]1.CO.[CH3:27][C:28]([CH3:30])=O.C(O[BH-](OC(=O)C)OC(=O)C)(=O)C.[Na+]. (6) Given the product [Cl:1][C:2]1[CH:3]=[CH:4][C:5]([O:19][C:16]2[CH:17]=[CH:18][C:13]([C:12]([F:11])([F:20])[F:21])=[CH:14][CH:15]=2)=[C:6]([CH:9]=1)[CH:7]=[O:8], predict the reactants needed to synthesize it. The reactants are: [Cl:1][C:2]1[CH:3]=[CH:4][C:5](F)=[C:6]([CH:9]=1)[CH:7]=[O:8].[F:11][C:12]([F:21])([F:20])[C:13]1[CH:18]=[CH:17][C:16]([OH:19])=[CH:15][CH:14]=1.C([O-])([O-])=O.[K+].[K+]. (7) The reactants are: [Cl:1][C:2]1[CH:3]=[C:4]([S:9]([NH:12][C:13]2[CH:14]=[CH:15][C:16]([O:19][C:20]3[CH:25]=[CH:24][C:23]([N:26]4[CH2:31][CH2:30][CH:29]([CH2:32][C:33]([OH:35])=O)[CH2:28][CH2:27]4)=[CH:22][C:21]=3[CH3:36])=[N:17][CH:18]=2)(=[O:11])=[O:10])[CH:5]=[CH:6][C:7]=1[Cl:8].[CH2:37]([N:44]1[CH2:49][CH2:48][NH:47][CH2:46][CH2:45]1)[C:38]1[CH:43]=[CH:42][CH:41]=[CH:40][CH:39]=1.C(N(CC)CC)C.C(P(=O)(OCC)OCC)#N.C(=O)(O)[O-].[Na+]. Given the product [CH2:37]([N:44]1[CH2:49][CH2:48][N:47]([C:33](=[O:35])[CH2:32][CH:29]2[CH2:28][CH2:27][N:26]([C:23]3[CH:24]=[CH:25][C:20]([O:19][C:16]4[N:17]=[CH:18][C:13]([NH:12][S:9]([C:4]5[CH:5]=[CH:6][C:7]([Cl:8])=[C:2]([Cl:1])[CH:3]=5)(=[O:10])=[O:11])=[CH:14][CH:15]=4)=[C:21]([CH3:36])[CH:22]=3)[CH2:31][CH2:30]2)[CH2:46][CH2:45]1)[C:38]1[CH:39]=[CH:40][CH:41]=[CH:42][CH:43]=1, predict the reactants needed to synthesize it.